Dataset: Full USPTO retrosynthesis dataset with 1.9M reactions from patents (1976-2016). Task: Predict the reactants needed to synthesize the given product. (1) Given the product [F:11][C:12]1[CH:23]=[CH:22][C:15]([O:16][CH2:17][CH2:18][C:19]([NH:1][CH:2]([C:7]([O:9][CH3:10])=[O:8])[C:3]([O:5][CH3:6])=[O:4])=[O:20])=[CH:14][CH:13]=1, predict the reactants needed to synthesize it. The reactants are: [NH2:1][CH:2]([C:7]([O:9][CH3:10])=[O:8])[C:3]([O:5][CH3:6])=[O:4].[F:11][C:12]1[CH:23]=[CH:22][C:15]([O:16][CH2:17][CH2:18][C:19](O)=[O:20])=[CH:14][CH:13]=1. (2) Given the product [NH2:5][C:4]1[C:3]([CH3:9])=[C:2]([CH:8]=[CH:7][CH:6]=1)[C:10]#[N:11], predict the reactants needed to synthesize it. The reactants are: Cl[C:2]1[C:3]([CH3:9])=[C:4]([CH:6]=[CH:7][CH:8]=1)[NH2:5].[C:10]([Cu])#[N:11].[OH-].[NH4+]. (3) The reactants are: Br[C:2]1[CH:7]=[CH:6][C:5]([C:8]([F:11])([F:10])[F:9])=[CH:4][C:3]=1[N+:12]([O-:14])=[O:13].[C:15]1(B(O)O)[CH:20]=[CH:19][CH:18]=[CH:17][CH:16]=1.CCCCCCCCCCC. Given the product [N+:12]([C:3]1[CH:4]=[C:5]([C:8]([F:11])([F:10])[F:9])[CH:6]=[CH:7][C:2]=1[C:15]1[CH:20]=[CH:19][CH:18]=[CH:17][CH:16]=1)([O-:14])=[O:13], predict the reactants needed to synthesize it. (4) Given the product [CH3:19][O:18][C:16]([N:6]1[CH:7]([C:22]2[C:23]3[C:28](=[CH:27][CH:26]=[CH:25][CH:24]=3)[NH:20][CH:21]=2)[C:8]2[C:13](=[CH:12][CH:11]=[CH:10][CH:9]=2)[C:14]2[CH:1]=[CH:2][CH:3]=[CH:4][C:5]1=2)=[O:17], predict the reactants needed to synthesize it. The reactants are: [CH:1]1[C:14]2[C:5](=[N:6][CH:7]=[C:8]3[C:13]=2[CH:12]=[CH:11][CH:10]=[CH:9]3)[CH:4]=[CH:3][CH:2]=1.Cl[C:16]([O:18][CH3:19])=[O:17].[NH:20]1[C:28]2[C:23](=[CH:24][CH:25]=[CH:26][CH:27]=2)[CH:22]=[CH:21]1. (5) Given the product [CH3:22][S:23]([O:11][CH:5]([C:6]1[S:7][CH:8]=[CH:9][CH:10]=1)[C:4]([O:3][CH2:1][CH3:2])=[O:12])(=[O:25])=[O:24], predict the reactants needed to synthesize it. The reactants are: [CH2:1]([O:3][C:4](=[O:12])[CH:5]([OH:11])[C:6]1[S:7][CH:8]=[CH:9][CH:10]=1)[CH3:2].CCN(C(C)C)C(C)C.[CH3:22][S:23](Cl)(=[O:25])=[O:24]. (6) Given the product [CH2:10]1[C:11]2[C:12](=[CH:10][CH:11]=[CH:12][CH:13]=2)[CH2:13][CH2:14][N:15]1[C:43]([C:40]1[CH:39]=[CH:38][C:37]2[NH:36][C:35]3[CH2:46][CH2:47][N:32]([C:30]([O:29][C:25]([CH3:28])([CH3:26])[CH3:27])=[O:31])[CH2:33][C:34]=3[C:42]=2[CH:41]=1)=[O:45], predict the reactants needed to synthesize it. The reactants are: CN(C(ON1N=N[C:11]2[CH:12]=[CH:13][CH:14]=[N:15][C:10]1=2)=[N+](C)C)C.F[P-](F)(F)(F)(F)F.[C:25]([O:29][C:30]([N:32]1[CH2:47][CH2:46][C:35]2[NH:36][C:37]3[CH:38]=[CH:39][C:40]([C:43]([OH:45])=O)=[CH:41][C:42]=3[C:34]=2[CH2:33]1)=[O:31])([CH3:28])([CH3:27])[CH3:26]. (7) Given the product [CH2:1]([NH:8][C:9]([C:11]1[S:15][C:14]([C:16]2[CH:21]=[N:20][C:19]([CH2:22][CH2:23][C:24]3[CH:29]=[CH:28][C:27]([F:30])=[CH:26][CH:25]=3)=[CH:18][N:17]=2)=[N:13][C:12]=1[CH3:31])=[O:10])[C:2]1[CH:7]=[CH:6][CH:5]=[CH:4][CH:3]=1, predict the reactants needed to synthesize it. The reactants are: [CH2:1]([NH:8][C:9]([C:11]1[S:15][C:14]([C:16]2[CH:21]=[N:20][C:19](/[CH:22]=[CH:23]/[C:24]3[CH:29]=[CH:28][C:27]([F:30])=[CH:26][CH:25]=3)=[CH:18][N:17]=2)=[N:13][C:12]=1[CH3:31])=[O:10])[C:2]1[CH:7]=[CH:6][CH:5]=[CH:4][CH:3]=1.